From a dataset of NCI-60 drug combinations with 297,098 pairs across 59 cell lines. Regression. Given two drug SMILES strings and cell line genomic features, predict the synergy score measuring deviation from expected non-interaction effect. (1) Drug 2: C1=NC2=C(N1)C(=S)N=CN2. Synergy scores: CSS=-3.29, Synergy_ZIP=-1.36, Synergy_Bliss=-5.29, Synergy_Loewe=-8.10, Synergy_HSA=-5.89. Drug 1: CN(C)N=NC1=C(NC=N1)C(=O)N. Cell line: T-47D. (2) Drug 1: COC1=NC(=NC2=C1N=CN2C3C(C(C(O3)CO)O)O)N. Drug 2: CC1=C(C(=CC=C1)Cl)NC(=O)C2=CN=C(S2)NC3=CC(=NC(=N3)C)N4CCN(CC4)CCO. Cell line: ACHN. Synergy scores: CSS=6.62, Synergy_ZIP=-1.25, Synergy_Bliss=3.75, Synergy_Loewe=-4.47, Synergy_HSA=0.428.